From a dataset of Reaction yield outcomes from USPTO patents with 853,638 reactions. Predict the reaction yield, written as a fraction of the theoretical maximum amount of product (1.0 means a 100% yield; for example, 0.34 means a 34% yield). The reactants are [F:1][C:2]1[CH:7]=[CH:6][CH:5]=[CH:4][C:3]=1[CH2:8][OH:9].C1N=CN([C:15](N2C=NC=C2)=[O:16])C=1.FC(F)(F)C(O)=O.[NH2:29][CH2:30][CH2:31][CH2:32][N:33]1[C:41](=[O:42])[C:40]2[NH:39][C:38]([Cl:43])=[N:37][C:36]=2[N:35]([CH2:44][CH2:45][CH2:46][CH2:47][CH3:48])[C:34]1=[O:49].CCN(C(C)C)C(C)C. The catalyst is C(Cl)Cl.C1COCC1. The product is [Cl:43][C:38]1[NH:39][C:40]2[C:41](=[O:42])[N:33]([CH2:32][CH2:31][CH2:30][NH:29][C:15](=[O:16])[O:9][CH2:8][C:3]3[CH:4]=[CH:5][CH:6]=[CH:7][C:2]=3[F:1])[C:34](=[O:49])[N:35]([CH2:44][CH2:45][CH2:46][CH2:47][CH3:48])[C:36]=2[N:37]=1. The yield is 0.390.